The task is: Predict the reactants needed to synthesize the given product.. This data is from Full USPTO retrosynthesis dataset with 1.9M reactions from patents (1976-2016). Given the product [CH3:37][C:34]([CH3:35])([CH3:36])[C:33](=[O:38])[CH2:32][O:31][C:28]1[CH:29]=[CH:30][C:25]([C:20]([C:15]2[CH:16]=[C:17]3[C:12](=[CH:13][CH:14]=2)[CH:11]=[C:10]([C:8]([CH2:7][NH:6][CH2:5][C:4]([OH:40])=[O:3])=[O:9])[CH:19]=[CH:18]3)([CH2:23][CH3:24])[CH2:21][CH3:22])=[CH:26][C:27]=1[CH3:39], predict the reactants needed to synthesize it. The reactants are: C([O:3][C:4](=[O:40])[CH2:5][NH:6][CH2:7][C:8]([C:10]1[CH:19]=[CH:18][C:17]2[C:12](=[CH:13][CH:14]=[C:15]([C:20]([C:25]3[CH:30]=[CH:29][C:28]([O:31][CH2:32][C:33](=[O:38])[C:34]([CH3:37])([CH3:36])[CH3:35])=[C:27]([CH3:39])[CH:26]=3)([CH2:23][CH3:24])[CH2:21][CH3:22])[CH:16]=2)[CH:11]=1)=[O:9])C.[OH-].[Na+].Cl.